The task is: Regression. Given a peptide amino acid sequence and an MHC pseudo amino acid sequence, predict their binding affinity value. This is MHC class I binding data.. This data is from Peptide-MHC class I binding affinity with 185,985 pairs from IEDB/IMGT. (1) The peptide sequence is RLRDLLLIVTR. The MHC is HLA-B44:03 with pseudo-sequence HLA-B44:03. The binding affinity (normalized) is 0. (2) The peptide sequence is PRRIRQGL. The MHC is HLA-B27:05 with pseudo-sequence HLA-B27:05. The binding affinity (normalized) is 0.200. (3) The peptide sequence is HLLCQAFSV. The MHC is HLA-B15:01 with pseudo-sequence HLA-B15:01. The binding affinity (normalized) is 0.0847. (4) The peptide sequence is FSILNKVDI. The MHC is H-2-Db with pseudo-sequence H-2-Db. The binding affinity (normalized) is 0.679. (5) The peptide sequence is RRKAMLQDI. The MHC is Mamu-B08 with pseudo-sequence Mamu-B08. The binding affinity (normalized) is 0.583.